This data is from Full USPTO retrosynthesis dataset with 1.9M reactions from patents (1976-2016). The task is: Predict the reactants needed to synthesize the given product. (1) Given the product [CH2:1]([O:3][C:4]([N:6]1[C:15]2[C:10](=[N:11][C:12]([O:16][CH3:17])=[CH:13][CH:14]=2)[C@@H:9]([NH:18][C:19]2[N:24]=[C:23]([CH2:25][C:26]3[CH:31]=[C:30]([C:32]([F:35])([F:34])[F:33])[CH:29]=[C:28]([C:36]([F:38])([F:39])[F:37])[CH:27]=3)[C:22]([O:40][CH:44]([C:43]([O:48][CH3:49])=[O:47])[CH3:46])=[CH:21][N:20]=2)[CH2:8][C@H:7]1[CH2:41][CH3:42])=[O:5])[CH3:2], predict the reactants needed to synthesize it. The reactants are: [CH2:1]([O:3][C:4]([N:6]1[C:15]2[C:10](=[N:11][C:12]([O:16][CH3:17])=[CH:13][CH:14]=2)[C@@H:9]([NH:18][C:19]2[N:24]=[C:23]([CH2:25][C:26]3[CH:31]=[C:30]([C:32]([F:35])([F:34])[F:33])[CH:29]=[C:28]([C:36]([F:39])([F:38])[F:37])[CH:27]=3)[C:22]([OH:40])=[CH:21][N:20]=2)[CH2:8][C@H:7]1[CH2:41][CH3:42])=[O:5])[CH3:2].[C:43]([O:48][CH3:49])(=[O:47])[CH:44]([CH3:46])O.C1(P(C2C=CC=CC=2)C2C=CC=CC=2)C=CC=CC=1.N(C(OCC)=O)=NC(OCC)=O. (2) Given the product [CH2:23]([O:25][C:6]([C:8]1[CH:13]=[C:12]([CH2:14][OH:15])[CH:11]=[CH:10][N:9]=1)=[O:18])[CH3:24], predict the reactants needed to synthesize it. The reactants are: C[Si](Cl)(C)C.[C:6]([C:8]1[CH:13]=[C:12]([CH2:14][OH:15])[CH:11]=[CH:10][N:9]=1)#N.O.C(=O)([O-])[O-:18].[Na+].[Na+].[CH2:23]([OH:25])[CH3:24]. (3) Given the product [ClH:22].[Cl:22][C:19]1[CH:18]=[CH:17][C:16]([N:14]2[CH:15]=[C:11]([CH2:10][C:9]3[NH:8][C:3]4[CH:4]=[CH:5][CH:6]=[CH:7][C:2]=4[N:1]=3)[N:12]=[C:13]2[C:23]2[CH:28]=[CH:27][CH:26]=[CH:25][C:24]=2[O:29][CH3:30])=[CH:21][CH:20]=1, predict the reactants needed to synthesize it. The reactants are: [NH2:1][C:2]1[CH:7]=[CH:6][CH:5]=[CH:4][C:3]=1[NH:8][C:9](=O)[CH2:10][C:11]1[N:12]=[C:13]([C:23]2[CH:28]=[CH:27][CH:26]=[CH:25][C:24]=2[O:29][CH3:30])[N:14]([C:16]2[CH:21]=[CH:20][C:19]([Cl:22])=[CH:18][CH:17]=2)[CH:15]=1.C(=O)(O)[O-].[Na+].[OH-].[Na+].